Dataset: CYP2C9 substrate classification data from Carbon-Mangels et al.. Task: Regression/Classification. Given a drug SMILES string, predict its absorption, distribution, metabolism, or excretion properties. Task type varies by dataset: regression for continuous measurements (e.g., permeability, clearance, half-life) or binary classification for categorical outcomes (e.g., BBB penetration, CYP inhibition). Dataset: cyp2c9_substrate_carbonmangels. (1) The compound is CN[C@@H]1CCc2[nH]c3ccc(C(N)=O)cc3c2C1. The result is 0 (non-substrate). (2) The drug is CC1=C(/C=C\C(C)=C/C=C\C(C)=C/C(=O)O)C(C)(C)CCC1. The result is 0 (non-substrate).